From a dataset of hERG potassium channel inhibition data for cardiac toxicity prediction from Karim et al.. Regression/Classification. Given a drug SMILES string, predict its toxicity properties. Task type varies by dataset: regression for continuous values (e.g., LD50, hERG inhibition percentage) or binary classification for toxic/non-toxic outcomes (e.g., AMES mutagenicity, cardiotoxicity, hepatotoxicity). Dataset: herg_karim. (1) The result is 0 (non-blocker). The molecule is CCOC(=O)Nc1cccc([C@@H](c2ccc(C(=O)N(C)CC)cc2)N2CCN(Cc3nc[nH]c3C)CC2)c1. (2) The molecule is O=C(OCCc1ccccc1)N1CCC(CNc2ncccn2)CC1. The result is 0 (non-blocker).